From a dataset of Forward reaction prediction with 1.9M reactions from USPTO patents (1976-2016). Predict the product of the given reaction. (1) The product is: [CH:1]1([N:4]2[C:5]3[C:10]([I:11])=[CH:9][C:8]([C:12]4[C:13]([CH3:18])=[N:14][O:15][C:16]=4[CH3:17])=[CH:7][C:6]=3[NH:19][C:25]2=[O:26])[CH2:3][CH2:2]1. Given the reactants [CH:1]1([NH:4][C:5]2[C:6]([NH2:19])=[CH:7][C:8]([C:12]3[C:13]([CH3:18])=[N:14][O:15][C:16]=3[CH3:17])=[CH:9][C:10]=2[I:11])[CH2:3][CH2:2]1.C1N=CN([C:25](N2C=NC=C2)=[O:26])C=1, predict the reaction product. (2) Given the reactants [CH:1](OCC)=[O:2].[H-].[Na+].[CH3:8][O:9][C:10]1[CH:18]=[C:17]2[C:13]([CH2:14][CH2:15][C:16]2=[O:19])=[CH:12][CH:11]=1.O, predict the reaction product. The product is: [OH:2][CH:1]=[C:15]1[CH2:14][C:13]2[C:17](=[CH:18][C:10]([O:9][CH3:8])=[CH:11][CH:12]=2)[C:16]1=[O:19].